From a dataset of TCR-epitope binding with 47,182 pairs between 192 epitopes and 23,139 TCRs. Binary Classification. Given a T-cell receptor sequence (or CDR3 region) and an epitope sequence, predict whether binding occurs between them. The epitope is IVTDFSVIK. The TCR CDR3 sequence is CASRRLAGGSRETQYF. Result: 1 (the TCR binds to the epitope).